Task: Regression. Given two drug SMILES strings and cell line genomic features, predict the synergy score measuring deviation from expected non-interaction effect.. Dataset: NCI-60 drug combinations with 297,098 pairs across 59 cell lines (1) Drug 1: CCC1(CC2CC(C3=C(CCN(C2)C1)C4=CC=CC=C4N3)(C5=C(C=C6C(=C5)C78CCN9C7C(C=CC9)(C(C(C8N6C)(C(=O)OC)O)OC(=O)C)CC)OC)C(=O)OC)O.OS(=O)(=O)O. Drug 2: CCCCCOC(=O)NC1=NC(=O)N(C=C1F)C2C(C(C(O2)C)O)O. Cell line: SF-295. Synergy scores: CSS=0.798, Synergy_ZIP=9.92, Synergy_Bliss=9.99, Synergy_Loewe=-5.60, Synergy_HSA=-6.45. (2) Drug 1: C1C(C(OC1N2C=NC(=NC2=O)N)CO)O. Drug 2: CC1CCCC2(C(O2)CC(NC(=O)CC(C(C(=O)C(C1O)C)(C)C)O)C(=CC3=CSC(=N3)C)C)C. Cell line: SN12C. Synergy scores: CSS=42.7, Synergy_ZIP=-0.845, Synergy_Bliss=0.223, Synergy_Loewe=-9.62, Synergy_HSA=3.78.